This data is from Peptide-MHC class I binding affinity with 185,985 pairs from IEDB/IMGT. The task is: Regression. Given a peptide amino acid sequence and an MHC pseudo amino acid sequence, predict their binding affinity value. This is MHC class I binding data. (1) The peptide sequence is KPPRGVLLY. The MHC is HLA-A25:01 with pseudo-sequence HLA-A25:01. The binding affinity (normalized) is 0.0847. (2) The peptide sequence is MMHASTSPF. The MHC is HLA-B45:06 with pseudo-sequence HLA-B45:06. The binding affinity (normalized) is 0.213. (3) The peptide sequence is CTKLRSSPPI. The MHC is HLA-A02:06 with pseudo-sequence HLA-A02:06. The binding affinity (normalized) is 0.187. (4) The MHC is HLA-A02:03 with pseudo-sequence HLA-A02:03. The peptide sequence is NINIEVKLFI. The binding affinity (normalized) is 0.295. (5) The peptide sequence is LANPTADDF. The MHC is HLA-A02:12 with pseudo-sequence HLA-A02:12. The binding affinity (normalized) is 0.0847. (6) The peptide sequence is GMQFDKVYL. The MHC is HLA-A02:03 with pseudo-sequence HLA-A02:03. The binding affinity (normalized) is 0.233. (7) The peptide sequence is TPKQKRKMA. The MHC is HLA-B54:01 with pseudo-sequence HLA-B54:01. The binding affinity (normalized) is 0.